Dataset: Reaction yield outcomes from USPTO patents with 853,638 reactions. Task: Predict the reaction yield, written as a fraction of the theoretical maximum amount of product (1.0 means a 100% yield; for example, 0.34 means a 34% yield). The reactants are [N+:1]([C:4]1[CH:5]=[C:6]([S:10](Cl)(=[O:12])=[O:11])[CH:7]=[CH:8][CH:9]=1)([O-:3])=[O:2].[CH2:14]1[O:16][C@@H:15]1[CH2:17][OH:18]. The product is [N+:1]([C:4]1[CH:5]=[C:6]([S:10]([O:18][CH2:17][C@@H:15]2[CH2:14][O:16]2)(=[O:12])=[O:11])[CH:7]=[CH:8][CH:9]=1)([O-:3])=[O:2]. No catalyst specified. The yield is 0.970.